From a dataset of Forward reaction prediction with 1.9M reactions from USPTO patents (1976-2016). Predict the product of the given reaction. Given the reactants [Cl:1][C:2]1[CH:3]=[C:4]([C:9](=[O:11])[CH3:10])[CH:5]=[C:6]([Cl:8])[CH:7]=1.[BH4-].[Na+], predict the reaction product. The product is: [Cl:1][C:2]1[CH:3]=[C:4]([CH:9]([OH:11])[CH3:10])[CH:5]=[C:6]([Cl:8])[CH:7]=1.